Task: Predict the reactants needed to synthesize the given product.. Dataset: Full USPTO retrosynthesis dataset with 1.9M reactions from patents (1976-2016) (1) The reactants are: [OH-].[Na+].[Cl:3][C:4]1[C:12]2[S:11]C(N)=[N:9][C:8]=2[C:7]([CH3:14])=[CH:6][CH:5]=1. Given the product [NH2:9][C:8]1[C:7]([CH3:14])=[CH:6][CH:5]=[C:4]([Cl:3])[C:12]=1[SH:11], predict the reactants needed to synthesize it. (2) Given the product [CH2:1]([O:8][C:9]1[CH:10]=[C:11]([CH:31]=[CH:32][CH:33]=1)[CH2:12][C@H:13]([CH:28]([CH3:29])[CH3:30])[CH2:14][C@H:15]([NH:20][C:21]([O:22][C:23]([CH3:26])([CH3:25])[CH3:24])=[O:27])[C@@H:16]([OH:19])[CH2:17][NH:18][C:36](=[O:37])[C:35]([CH3:43])([CH3:34])[CH2:39][CH2:40][CH2:41][CH3:42])[C:2]1[CH:3]=[CH:4][CH:5]=[CH:6][CH:7]=1, predict the reactants needed to synthesize it. The reactants are: [CH2:1]([O:8][C:9]1[CH:10]=[C:11]([CH:31]=[CH:32][CH:33]=1)[CH2:12][C@H:13]([CH:28]([CH3:30])[CH3:29])[CH2:14][C@H:15]([NH:20][C:21](=[O:27])[O:22][C:23]([CH3:26])([CH3:25])[CH3:24])[C@@H:16]([OH:19])[CH2:17][NH2:18])[C:2]1[CH:7]=[CH:6][CH:5]=[CH:4][CH:3]=1.[CH3:34][C:35]([CH3:43])([CH2:39][CH2:40][CH2:41][CH3:42])[C:36](O)=[O:37].C(N(C(C)C)CC)(C)C.C1C=CC2N(O)N=NC=2C=1.CCN=C=NCCCN(C)C.Cl. (3) Given the product [NH2:1][C:2]1[NH:7][C:6](=[O:8])[N:5]([CH2:9][C:10]2[CH:15]=[CH:14][CH:13]=[CH:12][C:11]=2[F:16])[C:4](=[O:17])[C:3]=1[N:19]=[O:20], predict the reactants needed to synthesize it. The reactants are: [NH2:1][C:2]1[NH:7][C:6](=[O:8])[N:5]([CH2:9][C:10]2[CH:15]=[CH:14][CH:13]=[CH:12][C:11]=2[F:16])[C:4](=[O:17])[CH:3]=1.Cl.[N:19]([O-])=[O:20].[Na+].[OH-].[NH4+]. (4) Given the product [ClH:35].[ClH:35].[NH2:12][CH2:11][C:8]1[CH:9]=[CH:10][C:5]([CH2:4][CH2:3][CH2:2][NH2:1])=[CH:6][C:7]=1[F:13], predict the reactants needed to synthesize it. The reactants are: [NH2:1][CH2:2][CH2:3][CH2:4][C:5]1[CH:10]=[CH:9][C:8]([C:11]#[N:12])=[C:7]([F:13])[CH:6]=1.CSC.[B].C1COCC1.C1(N)C(F)=C(F)C(F)=C(N)C=1F.[ClH:35].Cl. (5) Given the product [CH3:8][C:6]1[CH:7]=[C:2]([B:10]([OH:15])[OH:11])[CH:3]=[C:4]([CH3:9])[N:5]=1, predict the reactants needed to synthesize it. The reactants are: Br[C:2]1[CH:7]=[C:6]([CH3:8])[N:5]=[C:4]([CH3:9])[CH:3]=1.[B:10](OC(C)C)([O:15]C(C)C)[O:11]C(C)C.[Li]CCCC. (6) Given the product [CH3:24][NH:26][C:2]1[N:3]=[C:4]([NH:21][C:20]2[CH:22]=[CH:23][C:17]([N:14]3[CH2:13][CH2:12][N:11]([CH3:10])[CH2:16][CH2:15]3)=[CH:18][CH:19]=2)[N:5]=[CH:6][N:7]=1, predict the reactants needed to synthesize it. The reactants are: Cl[C:2]1[N:7]=[CH:6][N:5]=[C:4](CN)[N:3]=1.[CH3:10][N:11]1[CH2:16][CH2:15][N:14]([C:17]2[CH:23]=[CH:22][C:20]([NH2:21])=[CH:19][CH:18]=2)[CH2:13][CH2:12]1.[CH2:24]([N:26](C(C)C)C(C)C)C. (7) The reactants are: [OH-].[Na+].[Cl:3][C:4]1[C:9]([C:10]2[N:14]=[C:13]([C:15]3[CH:16]=[N:17][C:18]([O:22][CH:23]([CH3:25])[CH3:24])=[C:19]([Cl:21])[CH:20]=3)[O:12][N:11]=2)=[CH:8][CH:7]=[CH:6][C:5]=1[CH2:26][CH2:27][C:28]([O:30]CC)=[O:29].Cl. Given the product [Cl:3][C:4]1[C:9]([C:10]2[N:14]=[C:13]([C:15]3[CH:16]=[N:17][C:18]([O:22][CH:23]([CH3:24])[CH3:25])=[C:19]([Cl:21])[CH:20]=3)[O:12][N:11]=2)=[CH:8][CH:7]=[CH:6][C:5]=1[CH2:26][CH2:27][C:28]([OH:30])=[O:29], predict the reactants needed to synthesize it.